Regression/Classification. Given a drug SMILES string, predict its absorption, distribution, metabolism, or excretion properties. Task type varies by dataset: regression for continuous measurements (e.g., permeability, clearance, half-life) or binary classification for categorical outcomes (e.g., BBB penetration, CYP inhibition). Dataset: cyp2c9_veith. From a dataset of CYP2C9 inhibition data for predicting drug metabolism from PubChem BioAssay. (1) The molecule is O=C(O)CSc1cc(C(F)(F)F)nc(-c2ccccn2)n1. The result is 0 (non-inhibitor). (2) The drug is COc1ccc(C(C)(C)C)cc1NC(=O)c1cncc(Br)c1. The result is 1 (inhibitor). (3) The drug is O=c1c(-c2ccc(Cl)cc2)nc2cnc(Oc3ccccc3)nc2n1C1CC1. The result is 1 (inhibitor). (4) The compound is CC1CCN(C(=O)CSc2nc3cccnc3n2C)CC1. The result is 0 (non-inhibitor). (5) The compound is Cn1c(-c2ccccc2)cnc1N. The result is 0 (non-inhibitor). (6) The molecule is C=Cc1c(C)c2cc3nc(cc4[nH]c(cc5nc(cc1[nH]2)C(C)=C5CCC(=O)O)c(CCC(=O)OC)c4C)[C@@]1(C)C3=CC=C(C(=O)OC)[C@H]1C(=O)OC.C=Cc1c(C)c2cc3nc(cc4[nH]c(cc5nc(cc1[nH]2)C(C)=C5CCC(=O)OC)c(CCC(=O)O)c4C)[C@@]1(C)C3=CC=C(C(=O)OC)[C@H]1C(=O)OC. The result is 1 (inhibitor). (7) The compound is CN(C)c1ncc2nc(-c3ccc(F)cc3)c(=O)n(C[C@H]3CCCO3)c2n1. The result is 0 (non-inhibitor). (8) The drug is C[N+]1(C)CCO[C@](O)(c2ccccc2)C1. The result is 0 (non-inhibitor). (9) The compound is CCOC(=O)/C=C1\NC(C)(C)Cc2cc(OC)c(O)cc21. The result is 1 (inhibitor).